This data is from Forward reaction prediction with 1.9M reactions from USPTO patents (1976-2016). The task is: Predict the product of the given reaction. Given the reactants ClCC1C=CC(C(Cl)=O)=CC=1.[CH3:12][O:13][C:14]1[CH:15]=[C:16]2[C:21](=[CH:22][C:23]=1[O:24][CH3:25])[N:20]=[CH:19][CH:18]=[C:17]2[O:26][C:27]1[CH:33]=[CH:32][C:30]([NH2:31])=[CH:29][C:28]=1[F:34].[Cl:35][CH2:36][C:37]1[CH:42]=[CH:41][C:40]([C:43]([N:45]=[C:46]=[S:47])=[O:44])=[CH:39][CH:38]=1, predict the reaction product. The product is: [Cl:35][CH2:36][C:37]1[CH:38]=[CH:39][C:40]([C:43]([N:45]=[C:46]=[S:47])=[O:44])=[CH:41][CH:42]=1.[Cl:35][CH2:36][C:37]1[CH:38]=[CH:39][C:40]([C:43]([NH:45][C:46]([NH:31][C:30]2[CH:32]=[CH:33][C:27]([O:26][C:17]3[C:16]4[C:21](=[CH:22][C:23]([O:24][CH3:25])=[C:14]([O:13][CH3:12])[CH:15]=4)[N:20]=[CH:19][CH:18]=3)=[C:28]([F:34])[CH:29]=2)=[S:47])=[O:44])=[CH:41][CH:42]=1.